Predict the reaction yield, written as a fraction of the theoretical maximum amount of product (1.0 means a 100% yield; for example, 0.34 means a 34% yield). From a dataset of Reaction yield outcomes from USPTO patents with 853,638 reactions. (1) The reactants are [F:1][C:2]1[CH:3]=[CH:4][C:5]([O:10][CH3:11])=[C:6]([CH:9]=1)[CH:7]=[O:8].[C:12]1([C:18]#[C:19][Mg]Br)[CH:17]=[CH:16][CH:15]=[CH:14][CH:13]=1. The catalyst is C1COCC1. The product is [F:1][C:2]1[CH:3]=[CH:4][C:5]([O:10][CH3:11])=[C:6]([CH:7]([OH:8])[C:19]#[C:18][C:12]2[CH:17]=[CH:16][CH:15]=[CH:14][CH:13]=2)[CH:9]=1. The yield is 0.770. (2) The reactants are [CH3:1][N:2]1[CH:6]=[C:5]([CH2:7][C:8]([O:10]C)=[O:9])[C:4]([O:12][CH2:13][C:14]2[CH:15]=[N:16][C:17]([O:20][CH2:21][C:22]3[N:23]=[C:24]([C:27]4[CH:32]=[CH:31][CH:30]=[CH:29][CH:28]=4)[S:25][CH:26]=3)=[CH:18][CH:19]=2)=[N:3]1.[OH-].[Na+].O1CCCC1.Cl. The catalyst is C(O)C. The product is [CH3:1][N:2]1[CH:6]=[C:5]([CH2:7][C:8]([OH:10])=[O:9])[C:4]([O:12][CH2:13][C:14]2[CH:15]=[N:16][C:17]([O:20][CH2:21][C:22]3[N:23]=[C:24]([C:27]4[CH:32]=[CH:31][CH:30]=[CH:29][CH:28]=4)[S:25][CH:26]=3)=[CH:18][CH:19]=2)=[N:3]1. The yield is 0.900. (3) The reactants are [Si]([O:8][CH:9]([C:18]1[CH:23]=[CH:22][C:21]([CH2:24]Cl)=[CH:20][CH:19]=1)[CH2:10][C:11]([O:13][C:14]([CH3:17])([CH3:16])[CH3:15])=[O:12])(C(C)(C)C)(C)C.[SH:26][CH2:27][CH2:28][C:29]([O:31][CH3:32])=[O:30].C(N(CC)CC)C.[F-].C([N+](CCCC)(CCCC)CCCC)CCC.C1COCC1. The catalyst is C(Cl)(Cl)Cl.[I-].C([N+](CCCC)(CCCC)CCCC)CCC.C1COCC1. The product is [OH:8][CH:9]([C:18]1[CH:19]=[CH:20][C:21]([CH2:24][S:26][CH2:27][CH2:28][C:29]([O:31][CH3:32])=[O:30])=[CH:22][CH:23]=1)[CH2:10][C:11]([O:13][C:14]([CH3:15])([CH3:16])[CH3:17])=[O:12]. The yield is 0.240. (4) The reactants are O[Li].O.[Br:4][C:5]1[CH:6]=[CH:7][C:8]2[N:9]([CH2:19][CH:20]3[O:24]C(=O)[N:22]([C:26]4[CH:31]=[CH:30][CH:29]=[CH:28][N:27]=4)[CH2:21]3)[C:10]3[C:15]([C:16]=2[CH:17]=1)=[CH:14][C:13]([Br:18])=[CH:12][CH:11]=3. The catalyst is C1COCC1.O. The product is [Br:18][C:13]1[CH:12]=[CH:11][C:10]2[N:9]([CH2:19][CH:20]([OH:24])[CH2:21][NH:22][C:26]3[CH:31]=[CH:30][CH:29]=[CH:28][N:27]=3)[C:8]3[C:16]([C:15]=2[CH:14]=1)=[CH:17][C:5]([Br:4])=[CH:6][CH:7]=3. The yield is 0.410. (5) The reactants are [C:1]([O:5][C:6]([N:8]([C@H:16]1[CH2:24][O:23][CH2:22][C@H:21]([CH2:25][C:26]2[C:35]3[C:30](=[CH:31][CH:32]=[CH:33][CH:34]=3)[CH:29]=[CH:28][CH:27]=2)[C@@H:20]([O:36][CH:37]2[CH2:41][CH2:40][CH:39]=[CH:38]2)[C@H:19]([CH3:42])[O:18][C:17]1=[O:43])[C:9](=[O:15])[O:10][C:11]([CH3:14])([CH3:13])[CH3:12])=[O:7])([CH3:4])([CH3:3])[CH3:2]. The catalyst is CCOC(C)=O.[Pd]. The product is [C:11]([O:10][C:9]([N:8]([C@H:16]1[CH2:24][O:23][CH2:22][C@H:21]([CH2:25][C:26]2[C:35]3[C:30](=[CH:31][CH:32]=[CH:33][CH:34]=3)[CH:29]=[CH:28][CH:27]=2)[C@@H:20]([O:36][CH:37]2[CH2:41][CH2:40][CH2:39][CH2:38]2)[C@H:19]([CH3:42])[O:18][C:17]1=[O:43])[C:6](=[O:7])[O:5][C:1]([CH3:3])([CH3:4])[CH3:2])=[O:15])([CH3:12])([CH3:13])[CH3:14]. The yield is 0.920.